This data is from Reaction yield outcomes from USPTO patents with 853,638 reactions. The task is: Predict the reaction yield, written as a fraction of the theoretical maximum amount of product (1.0 means a 100% yield; for example, 0.34 means a 34% yield). (1) The reactants are [CH2:1]([O:8][C:9]1[CH:16]=[CH:15][C:12]([C:13]#[N:14])=[CH:11][C:10]=1[OH:17])[C:2]1[CH:7]=[CH:6][CH:5]=[CH:4][CH:3]=1.CC(C)([O-])C.[K+].[CH3:24][O:25][CH2:26]Cl. The yield is 0.853. The catalyst is CS(C)=O.C(OCC)(=O)C.CCCCCC. The product is [CH2:1]([O:8][C:9]1[CH:16]=[CH:15][C:12]([C:13]#[N:14])=[CH:11][C:10]=1[O:17][CH2:24][O:25][CH3:26])[C:2]1[CH:3]=[CH:4][CH:5]=[CH:6][CH:7]=1. (2) The reactants are [Cl:1][C:2]1[CH:3]=[C:4]([NH:8][C:9]([N:11]2[CH2:16][CH2:15][C:14]3[NH:17][N:18]=[C:19]([CH:20]=[CH2:21])[C:13]=3[CH2:12]2)=[O:10])[CH:5]=[CH:6][CH:7]=1.[Zn](CC)[CH2:23]C.ClCI. The catalyst is C(Cl)Cl. The product is [Cl:1][C:2]1[CH:3]=[C:4]([NH:8][C:9]([N:11]2[CH2:16][CH2:15][C:14]3[NH:17][N:18]=[C:19]([CH:20]4[CH2:23][CH2:21]4)[C:13]=3[CH2:12]2)=[O:10])[CH:5]=[CH:6][CH:7]=1. The yield is 0.0739. (3) The reactants are [CH3:1][S:2](Cl)(=[O:4])=[O:3].[C:6]([O:10][C:11](=[O:20])[NH:12][C@H:13]1[CH2:18][CH2:17][C@H:16]([OH:19])[CH2:15][CH2:14]1)([CH3:9])([CH3:8])[CH3:7].C(N(CC)CC)C.C(=O)([O-])O.[Na+]. The catalyst is C(Cl)Cl. The product is [C:6]([O:10][C:11]([NH:12][C@H:13]1[CH2:14][CH2:15][C@H:16]([O:19][S:2]([CH3:1])(=[O:4])=[O:3])[CH2:17][CH2:18]1)=[O:20])([CH3:9])([CH3:7])[CH3:8]. The yield is 1.00. (4) The reactants are [Br:1][C:2]1[CH:3]=[C:4]([C:8]2[N:12]([CH3:13])[N:11]=[C:10]([C:14]([OH:16])=O)[C:9]=2[CH3:17])[CH:5]=[CH:6][CH:7]=1.[CH2:18]([N:20]([CH2:26][CH3:27])[CH:21]1[CH2:25][CH2:24][NH:23][CH2:22]1)[CH3:19]. No catalyst specified. The product is [Br:1][C:2]1[CH:3]=[C:4]([C:8]2[N:12]([CH3:13])[N:11]=[C:10]([C:14]([N:23]3[CH2:24][CH2:25][CH:21]([N:20]([CH2:26][CH3:27])[CH2:18][CH3:19])[CH2:22]3)=[O:16])[C:9]=2[CH3:17])[CH:5]=[CH:6][CH:7]=1. The yield is 0.940. (5) The reactants are [CH3:1][O:2][C:3]1[CH:10]=[CH:9][C:6]([C:7]#[N:8])=[CH:5][CH:4]=1.CCN(C(C)C)C(C)C.Cl.[NH2:21][OH:22]. The catalyst is CCO. The product is [OH:22][NH:21][C:7](=[NH:8])[C:6]1[CH:9]=[CH:10][C:3]([O:2][CH3:1])=[CH:4][CH:5]=1. The yield is 0.980. (6) The reactants are [Cl:1][CH2:2][CH2:3][OH:4].[CH2:5]([C@@H:7]1[O:9][CH2:8]1)[Cl:6]. The catalyst is C1COCC1.B(F)(F)F.CCOCC. The product is [Cl:1][CH2:2][C@H:3]([OH:4])[CH2:8][O:9][CH2:7][CH2:5][Cl:6]. The yield is 0.866. (7) The reactants are [Br:1][C:2]1[CH:8]=[CH:7][C:5]([NH2:6])=[CH:4][C:3]=1[O:9][CH3:10].[C:11](O)(=[O:16])[CH2:12][C:13](O)=[O:14].O=P(Cl)(Cl)Cl. The catalyst is O. The product is [Br:1][C:2]1[CH:8]=[C:7]2[C:5](=[CH:4][C:3]=1[O:9][CH3:10])[NH:6][C:13](=[O:14])[CH:12]=[C:11]2[OH:16]. The yield is 0.660.